Dataset: Full USPTO retrosynthesis dataset with 1.9M reactions from patents (1976-2016). Task: Predict the reactants needed to synthesize the given product. (1) Given the product [I:1][C:2]1[CH:3]=[C:4]2[C:8](=[CH:9][CH:10]=1)[N:7]([CH3:13])[CH:6]=[CH:5]2, predict the reactants needed to synthesize it. The reactants are: [I:1][C:2]1[CH:3]=[C:4]2[C:8](=[CH:9][CH:10]=1)[NH:7][CH:6]=[CH:5]2.CI.[C:13]([O-])([O-])=O.[K+].[K+]. (2) Given the product [F:10][C:11]1[CH:12]=[C:13]2[C:17](=[CH:18][CH:19]=1)[NH:16][CH:15]=[C:14]2[CH2:20][CH2:21][CH2:22][CH2:23][NH:24][CH:25]1[CH2:38][O:37][C:28]2=[C:29]3[C:34](=[CH:35][CH:36]=[C:27]2[CH2:26]1)[N:33]=[CH:32][CH:31]=[CH:30]3, predict the reactants needed to synthesize it. The reactants are: Cl.Cl.CCOCC.Cl.Cl.[F:10][C:11]1[CH:12]=[C:13]2[C:17](=[CH:18][CH:19]=1)[NH:16][CH:15]=[C:14]2[CH2:20][CH2:21][CH2:22][CH2:23][NH:24][CH:25]1[CH2:38][O:37][C:28]2=[C:29]3[C:34](=[CH:35][CH:36]=[C:27]2[CH2:26]1)[N:33]=[CH:32][CH:31]=[CH:30]3.O. (3) Given the product [N:13]([CH2:2][CH2:3][CH:4]([S:9]([OH:12])(=[O:11])=[O:10])[C:5]([O:7][CH3:8])=[O:6])=[N+:14]=[N-:15], predict the reactants needed to synthesize it. The reactants are: Br[CH2:2][CH2:3][CH:4]([S:9]([OH:12])(=[O:11])=[O:10])[C:5]([O:7][CH3:8])=[O:6].[N-:13]=[N+:14]=[N-:15].[Na+]. (4) Given the product [CH3:1][C:2]1([CH3:19])[CH2:6][N:5]([C:7]2[CH:16]=[CH:15][C:10]([C:11]([OH:13])=[O:12])=[CH:9][C:8]=2[CH3:17])[C:4](=[O:18])[NH:3]1, predict the reactants needed to synthesize it. The reactants are: [CH3:1][C:2]1([CH3:19])[CH2:6][N:5]([C:7]2[CH:16]=[CH:15][C:10]([C:11]([O:13]C)=[O:12])=[CH:9][C:8]=2[CH3:17])[C:4](=[O:18])[NH:3]1.[OH-].[K+].